Predict the product of the given reaction. From a dataset of Forward reaction prediction with 1.9M reactions from USPTO patents (1976-2016). (1) Given the reactants [H-].[Na+].[C:3]([O:7][C:8]([NH:10][C@H:11]1[CH2:16][CH2:15][CH2:14][CH2:13][C@@H:12]1[NH:17][C:18]1[CH:27]=[C:26]([C:28]([F:31])([F:30])[F:29])[CH:25]=[CH:24][C:19]=1[C:20]([O:22][CH3:23])=[O:21])=[O:9])([CH3:6])([CH3:5])[CH3:4].[CH3:32]I, predict the reaction product. The product is: [C:3]([O:7][C:8]([N:10]([CH3:32])[C@H:11]1[CH2:16][CH2:15][CH2:14][CH2:13][C@@H:12]1[NH:17][C:18]1[CH:27]=[C:26]([C:28]([F:29])([F:30])[F:31])[CH:25]=[CH:24][C:19]=1[C:20]([O:22][CH3:23])=[O:21])=[O:9])([CH3:6])([CH3:4])[CH3:5]. (2) The product is: [CH:13]1([C:16]2[N:21]=[C:20]([C:22]3[S:26][C:25]([NH:27][C:32]([N:9]4[CH:10]=[CH:11][N:12]=[CH:8]4)=[O:33])=[N:24][C:23]=3[CH3:28])[CH:19]=[N:18][CH:17]=2)[CH2:15][CH2:14]1. Given the reactants C([C:8]1[NH:9][CH:10]=[CH:11][N:12]=1)([C:8]1[NH:9][CH:10]=[CH:11][N:12]=1)=O.[CH:13]1([C:16]2[N:21]=[C:20]([C:22]3[S:26][C:25]([NH2:27])=[N:24][C:23]=3[CH3:28])[CH:19]=[N:18][CH:17]=2)[CH2:15][CH2:14]1.CN([CH:32]=[O:33])C, predict the reaction product. (3) Given the reactants [C:1]([C:3]1[CH:4]=[C:5]([CH2:10][CH2:11][C:12]2([NH:25][C:26]([O:28][CH2:29][C:30]3[CH:35]=[CH:34][CH:33]=[CH:32][CH:31]=3)=[O:27])[CH2:17][CH2:16][N:15](C(OC(C)(C)C)=O)[CH2:14][CH2:13]2)[CH:6]=[CH:7][C:8]=1[F:9])#[N:2].[ClH:36].C(OCC)C, predict the reaction product. The product is: [Cl-:36].[CH2:29]([O:28][C:26]([NH:25][C:12]1([CH2:11][CH2:10][C:5]2[CH:6]=[CH:7][C:8]([F:9])=[C:3]([C:1]#[N:2])[CH:4]=2)[CH2:17][CH2:16][NH2+:15][CH2:14][CH2:13]1)=[O:27])[C:30]1[CH:35]=[CH:34][CH:33]=[CH:32][CH:31]=1. (4) Given the reactants [C:1]([C:3]1[C:23](F)=[CH:22][CH:21]=[CH:20][C:4]=1[O:5][CH2:6][C:7]1([C:14]([NH:16][CH:17]([CH3:19])[CH3:18])=[O:15])[CH2:12][CH2:11][CH2:10][NH:9][C:8]1=[O:13])#[N:2].[NH3:25], predict the reaction product. The product is: [NH2:25][C:23]1[C:3]([C:1]#[N:2])=[C:4]([CH:20]=[CH:21][CH:22]=1)[O:5][CH2:6][C:7]1([C:14]([NH:16][CH:17]([CH3:19])[CH3:18])=[O:15])[CH2:12][CH2:11][CH2:10][NH:9][C:8]1=[O:13].